From a dataset of Peptide-MHC class I binding affinity with 185,985 pairs from IEDB/IMGT. Regression. Given a peptide amino acid sequence and an MHC pseudo amino acid sequence, predict their binding affinity value. This is MHC class I binding data. (1) The MHC is HLA-A33:01 with pseudo-sequence HLA-A33:01. The peptide sequence is PIRVCLLPR. The binding affinity (normalized) is 0.474. (2) The peptide sequence is WRMLIDFRE. The MHC is Mamu-B03 with pseudo-sequence Mamu-B03. The binding affinity (normalized) is 0.154. (3) The peptide sequence is WFITQRNFF. The MHC is HLA-A29:02 with pseudo-sequence HLA-A29:02. The binding affinity (normalized) is 0.759.